This data is from Catalyst prediction with 721,799 reactions and 888 catalyst types from USPTO. The task is: Predict which catalyst facilitates the given reaction. (1) Reactant: [C:1]([C:4]1[C:9]2[NH:10][C:11]3[C:16]([C:8]=2[C:7]([C:22]2[C:23]([F:40])=[C:24]([NH:28][CH2:29][C:30]4[CH:38]=[CH:37][C:36]([CH3:39])=[CH:35][C:31]=4[C:32]([OH:34])=O)[CH:25]=[CH:26][CH:27]=2)=[CH:6][N:5]=1)=[CH:15][CH:14]=[C:13]([O:17][CH2:18][CH2:19][O:20][CH3:21])[CH:12]=3)(=[O:3])[NH2:2].F[P-](F)(F)(F)(F)F.N1(O[P+](N(C)C)(N(C)C)N(C)C)C2C=CC=CC=2N=N1.CCN(C(C)C)C(C)C.CN1CCOCC1. Product: [F:40][C:23]1[C:24]([N:28]2[CH2:29][C:30]3[C:31](=[CH:35][C:36]([CH3:39])=[CH:37][CH:38]=3)[C:32]2=[O:34])=[CH:25][CH:26]=[CH:27][C:22]=1[C:7]1[C:8]2[C:16]3[C:11](=[CH:12][C:13]([O:17][CH2:18][CH2:19][O:20][CH3:21])=[CH:14][CH:15]=3)[NH:10][C:9]=2[C:4]([C:1]([NH2:2])=[O:3])=[N:5][CH:6]=1. The catalyst class is: 31. (2) Reactant: Cl.[Cl:2][C:3]1[CH:4]=[C:5]([N:9]2[C:13]([CH2:14][NH2:15])=[CH:12][C:11]([C:16]([F:19])([F:18])[F:17])=[N:10]2)[CH:6]=[CH:7][CH:8]=1.[OH:20][CH2:21][C:22]([C:26]1[CH:31]=[CH:30][C:29]([NH:32][C:33](=O)[O:34]C2C=CC=CC=2)=[CH:28][CH:27]=1)([CH3:25])[CH2:23][OH:24]. Product: [Cl:2][C:3]1[CH:4]=[C:5]([N:9]2[C:13]([CH2:14][NH:15][C:33]([NH:32][C:29]3[CH:28]=[CH:27][C:26]([C:22]([CH3:25])([CH2:23][OH:24])[CH2:21][OH:20])=[CH:31][CH:30]=3)=[O:34])=[CH:12][C:11]([C:16]([F:17])([F:18])[F:19])=[N:10]2)[CH:6]=[CH:7][CH:8]=1. The catalyst class is: 3. (3) Reactant: [F:1][C:2]1[CH:7]=[CH:6][C:5]([C:8]#[C:9][C:10]([C:12]2[N:16]3[CH:17]=[CH:18][CH:19]=[CH:20][C:15]3=[C:14]([CH2:21][N:22]3[CH2:27][CH2:26][O:25][CH2:24][CH2:23]3)[N:13]=2)=O)=[CH:4][CH:3]=1.O.[NH2:29][NH2:30]. Product: [F:1][C:2]1[CH:7]=[CH:6][C:5]([C:8]2[CH:9]=[C:10]([C:12]3[N:16]4[CH:17]=[CH:18][CH:19]=[CH:20][C:15]4=[C:14]([CH2:21][N:22]4[CH2:27][CH2:26][O:25][CH2:24][CH2:23]4)[N:13]=3)[NH:30][N:29]=2)=[CH:4][CH:3]=1. The catalyst class is: 14. (4) The catalyst class is: 4. Reactant: [Cl:1][C:2]1[C:3]([C:10]([OH:12])=O)=[N:4][CH:5]=[C:6]([C:8]#[N:9])[CH:7]=1.C(Cl)(=O)C([Cl:16])=O.CN(C)C=O. Product: [Cl:1][C:2]1[C:3]([C:10]([Cl:16])=[O:12])=[N:4][CH:5]=[C:6]([C:8]#[N:9])[CH:7]=1. (5) Reactant: Br[C:2]1[CH:3]=[C:4]2[C:8](=[CH:9][CH:10]=1)[C:7](=[O:11])[N:6]([C:12]1[C:20]3[C:15](=[N:16][CH:17]=[C:18]([C:21]4[CH:26]=[CH:25][C:24]([S:27]([CH:30]([CH3:32])[CH3:31])(=[O:29])=[O:28])=[CH:23][CH:22]=4)[N:19]=3)[N:14](C(C3C=CC=CC=3)(C3C=CC=CC=3)C3C=CC=CC=3)[CH:13]=1)[CH2:5]2.[NH:52]1[C:56](B(O)O)=[CH:55][CH:54]=[N:53]1.C([O-])([O-])=O.[Na+].[Na+].[SiH](CC)(CC)CC.C(O)(C(F)(F)F)=O. Product: [CH:30]([S:27]([C:24]1[CH:23]=[CH:22][C:21]([C:18]2[N:19]=[C:20]3[C:12]([N:6]4[CH2:5][C:4]5[C:8](=[CH:9][CH:10]=[C:2]([C:54]6[NH:53][N:52]=[CH:56][CH:55]=6)[CH:3]=5)[C:7]4=[O:11])=[CH:13][NH:14][C:15]3=[N:16][CH:17]=2)=[CH:26][CH:25]=1)(=[O:28])=[O:29])([CH3:31])[CH3:32]. The catalyst class is: 12. (6) Reactant: [NH2:1][C:2]1[CH:11]=[CH:10][C:5]([C:6]([O:8][CH3:9])=[O:7])=[CH:4][C:3]=1[OH:12].I[CH:14]([CH3:16])[CH3:15].C([O-])([O-])=O.[Cs+].[Cs+].[OH-].[NH4+]. Product: [CH3:9][O:8][C:6](=[O:7])[C:5]1[CH:10]=[CH:11][C:2]([NH2:1])=[C:3]([O:12][CH:14]([CH3:16])[CH3:15])[CH:4]=1. The catalyst class is: 95. (7) Reactant: [Cl:1][C:2]1[CH:7]=[C:6]([N+:8]([O-:10])=[O:9])[CH:5]=[C:4]([Cl:11])[C:3]=1F.[F:13][C:14]([F:23])([F:22])[C:15]1[CH:20]=[CH:19][CH:18]=[CH:17][C:16]=1[SH:21].C(=O)([O-])[O-].[K+].[K+]. Product: [Cl:1][C:2]1[CH:7]=[C:6]([N+:8]([O-:10])=[O:9])[CH:5]=[C:4]([Cl:11])[C:3]=1[S:21][C:16]1[CH:17]=[CH:18][CH:19]=[CH:20][C:15]=1[C:14]([F:13])([F:22])[F:23]. The catalyst class is: 9. (8) Reactant: [OH:1][CH:2]([C:6]1[CH:13]=[CH:12][C:9]([C:10]#[N:11])=[CH:8][CH:7]=1)[CH2:3][CH:4]=[CH2:5].[O:14]1[CH2:19][CH2:18][CH2:17][CH2:16][CH:15]1[O:20][C:21]1[CH:26]=[CH:25][C:24](O)=[CH:23][CH:22]=1.C(P(CCCC)CCCC)CCC.N(C(N1CCCCC1)=O)=NC(N1CCCCC1)=O. Product: [O:14]1[CH2:19][CH2:18][CH2:17][CH2:16][CH:15]1[O:20][C:21]1[CH:26]=[CH:25][C:24]([O:1][CH:2]([C:6]2[CH:7]=[CH:8][C:9]([C:10]#[N:11])=[CH:12][CH:13]=2)[CH2:3][CH:4]=[CH2:5])=[CH:23][CH:22]=1. The catalyst class is: 1. (9) Reactant: [F:1][C:2]([F:49])([F:48])[CH2:3][N:4]1[CH2:9][CH2:8][CH:7]([CH2:10][CH2:11][O:12][CH2:13][C:14]2[CH:19]=[CH:18][CH:17]=[CH:16][C:15]=2[C:20]2[CH:21]=[C:22]3[C:27](=[C:28]([O:30]COCC[Si](C)(C)C)[CH:29]=2)[N:26]=[CH:25][N:24](COCC[Si](C)(C)C)[C:23]3=[O:47])[CH2:6][CH2:5]1.[F:50][C:51]([F:56])([F:55])[C:52]([OH:54])=[O:53]. Product: [F:50][C:51]([F:56])([F:55])[C:52]([OH:54])=[O:53].[OH:30][C:28]1[CH:29]=[C:20]([C:15]2[CH:16]=[CH:17][CH:18]=[CH:19][C:14]=2[CH2:13][O:12][CH2:11][CH2:10][CH:7]2[CH2:8][CH2:9][N:4]([CH2:3][C:2]([F:49])([F:48])[F:1])[CH2:5][CH2:6]2)[CH:21]=[C:22]2[C:27]=1[N:26]=[CH:25][NH:24][C:23]2=[O:47]. The catalyst class is: 4. (10) Reactant: [H-].C([Al+]CC(C)C)C(C)C.[F:11][C:12]1[CH:19]=[C:18]([N:20]2[CH:24]=[CH:23][CH:22]=[N:21]2)[CH:17]=[CH:16][C:13]=1[C:14]#N.C[OH:26].Cl. Product: [F:11][C:12]1[CH:19]=[C:18]([N:20]2[CH:24]=[CH:23][CH:22]=[N:21]2)[CH:17]=[CH:16][C:13]=1[CH:14]=[O:26]. The catalyst class is: 133.